From a dataset of Drug-target binding data from BindingDB using IC50 measurements. Regression. Given a target protein amino acid sequence and a drug SMILES string, predict the binding affinity score between them. We predict pIC50 (pIC50 = -log10(IC50 in M); higher means more potent). Dataset: bindingdb_ic50. The small molecule is Nc1ncnc2c1ncn2C1OC(CO)C(O)C1NC(=O)c1ccc(-c2ccccc2)cc1. The target protein (P04406) has sequence MGKVKVGVNGFGRIGRLVTRAAFNSGKVDIVAINDPFIDLNYMVYMFQYDSTHGKFHGTVKAENGKLVINGNPITIFQERDPSKIKWGDAGAEYVVESTGVFTTMEKAGAHLQGGAKRVIISAPSADAPMFVMGVNHEKYDNSLKIISNASCTTNCLAPLAKVIHDNFGIVEGLMTTVHAITATQKTVDGPSGKLWRDGRGALQNIIPASTGAAKAVGKVIPELNGKLTGMAFRVPTANVSVVDLTCRLEKPAKYDDIKKVVKQASEGPLKGILGYTEHQVVSSDFNSDTHSSTFDAGAGIALNDHFVKLISWYDNEFGYSNRVVDLMAHMASKE. The pIC50 is 3.4.